From a dataset of Forward reaction prediction with 1.9M reactions from USPTO patents (1976-2016). Predict the product of the given reaction. (1) Given the reactants [Br:1][C:2]1[CH:8]=[CH:7][C:5]([NH2:6])=[CH:4][CH:3]=1.[C:9]([CH2:17][C:18](OCC)=[O:19])(=O)[C:10]1[CH:15]=[CH:14][CH:13]=[CH:12][CH:11]=1, predict the reaction product. The product is: [Br:1][C:2]1[CH:8]=[C:7]2[C:5](=[CH:4][CH:3]=1)[NH:6][C:9]([C:10]1[CH:15]=[CH:14][CH:13]=[CH:12][CH:11]=1)=[CH:17][C:18]2=[O:19]. (2) Given the reactants C1COCC1.[CH3:6][O:7][C:8]1[CH:9]=[C:10]([C:16]2[N:21]=[C:20]([C:22]([OH:24])=O)[CH:19]=[CH:18][CH:17]=2)[CH:11]=[CH:12][C:13]=1[O:14][CH3:15].C(Cl)(=O)C(Cl)=O.[CH3:31][O:32][C:33]1[CH:38]=[CH:37][C:36]([N:39]2[CH2:44][CH2:43][NH:42][CH2:41][CH2:40]2)=[CH:35][CH:34]=1, predict the reaction product. The product is: [CH3:6][O:7][C:8]1[CH:9]=[C:10]([C:16]2[N:21]=[C:20]([C:22]([N:42]3[CH2:41][CH2:40][N:39]([C:36]4[CH:35]=[CH:34][C:33]([O:32][CH3:31])=[CH:38][CH:37]=4)[CH2:44][CH2:43]3)=[O:24])[CH:19]=[CH:18][CH:17]=2)[CH:11]=[CH:12][C:13]=1[O:14][CH3:15].